From a dataset of Forward reaction prediction with 1.9M reactions from USPTO patents (1976-2016). Predict the product of the given reaction. (1) The product is: [NH2:25][C:23]1[CH:22]=[CH:21][C:3]([O:4][C:5]2[CH:10]=[CH:9][N:8]=[C:7]([NH:11][C:12]([N:14]3[CH2:15][CH2:16][CH:17]([OH:20])[CH2:18][CH2:19]3)=[O:13])[CH:6]=2)=[C:2]([F:1])[CH:24]=1. Given the reactants [F:1][C:2]1[CH:24]=[C:23]([N+:25]([O-])=O)[CH:22]=[CH:21][C:3]=1[O:4][C:5]1[CH:10]=[CH:9][N:8]=[C:7]([NH:11][C:12]([N:14]2[CH2:19][CH2:18][CH:17]([OH:20])[CH2:16][CH2:15]2)=[O:13])[CH:6]=1.[H][H], predict the reaction product. (2) Given the reactants [CH3:1][O:2][C:3]1[CH:4]=[C:5]([C:11]2[N:19]3[C:14]([S:15][CH2:16][C:17]([C:20]4[CH:25]=[CH:24][C:23]([N+:26]([O-])=O)=[CH:22][CH:21]=4)=[N:18]3)=[N:13][N:12]=2)[CH:6]=[CH:7][C:8]=1[O:9][CH3:10], predict the reaction product. The product is: [NH2:26][C:23]1[CH:22]=[CH:21][C:20]([C:17]2[CH2:16][S:15][C:14]3=[N:13][N:12]=[C:11]([C:5]4[CH:6]=[CH:7][C:8]([O:9][CH3:10])=[C:3]([O:2][CH3:1])[CH:4]=4)[N:19]3[N:18]=2)=[CH:25][CH:24]=1. (3) Given the reactants [F:1][C:2]1[CH:3]=[CH:4][C:5]2[O:10][CH2:9][CH:8]3[CH:11]([C:14]4[CH:19]=[CH:18][CH:17]=[CH:16][CH:15]=4)[CH:12]=[N:13][N:7]3[C:6]=2[CH:20]=1.CC[C:23]([O-:25])=[O:24].Cl.[OH-].[Na+], predict the reaction product. The product is: [F:1][C:2]1[CH:3]=[CH:4][C:5]2[O:10][CH2:9][CH:8]3[CH:11]([C:14]4[CH:19]=[CH:18][CH:17]=[CH:16][CH:15]=4)[C:12]([C:23]([OH:25])=[O:24])=[N:13][N:7]3[C:6]=2[CH:20]=1.